This data is from Orexin1 receptor HTS with 218,158 compounds and 233 confirmed actives. The task is: Binary Classification. Given a drug SMILES string, predict its activity (active/inactive) in a high-throughput screening assay against a specified biological target. (1) The result is 0 (inactive). The compound is Clc1ccc(S(=O)(=O)C2(CC2)C(=O)NC(c2ccccc2)C)cc1. (2) The molecule is s1c(NC(=O)c2oc3c(c2C)ccc2c3cccc2)nnc1C. The result is 0 (inactive).